This data is from Reaction yield outcomes from USPTO patents with 853,638 reactions. The task is: Predict the reaction yield, written as a fraction of the theoretical maximum amount of product (1.0 means a 100% yield; for example, 0.34 means a 34% yield). (1) The reactants are [Br:1][C:2]1[C:3]([O:11][CH2:12][CH:13]2[CH2:15][CH2:14]2)=[N:4][CH:5]=[C:6]([N+:8]([O-])=O)[CH:7]=1.O.[Cl-].[NH4+]. The catalyst is CO.ClCCl.[Zn]. The product is [Br:1][C:2]1[CH:7]=[C:6]([NH2:8])[CH:5]=[N:4][C:3]=1[O:11][CH2:12][CH:13]1[CH2:15][CH2:14]1. The yield is 0.950. (2) The yield is 0.970. The product is [Br:7][C:8]1[CH:9]=[CH:10][C:11]([CH:14]([NH:19][C@@H:20]([CH2:23][CH:24]([CH3:26])[CH3:25])[C:21]([OH:6])=[O:22])[C:15]([F:18])([F:17])[F:16])=[CH:12][CH:13]=1. The catalyst is C(#N)C.[O-2].[Cr+6].[O-2].[O-2]. The reactants are I(O)(=O)(=O)=O.[OH2:6].[Br:7][C:8]1[CH:13]=[CH:12][C:11]([CH:14]([NH:19][C@@H:20]([CH2:23][CH:24]([CH3:26])[CH3:25])[CH2:21][OH:22])[C:15]([F:18])([F:17])[F:16])=[CH:10][CH:9]=1. (3) The reactants are [F:1][C:2]([F:11])([C:5]1[CH:10]=[CH:9][CH:8]=[CH:7][CH:6]=1)[CH2:3][OH:4].[Cl:12][C:13]1[C:18]([C:19]([F:22])([F:21])[F:20])=[C:17](Cl)[CH:16]=[CH:15][N:14]=1. No catalyst specified. The product is [Cl:12][C:13]1[C:18]([C:19]([F:20])([F:21])[F:22])=[C:17]([O:4][CH2:3][C:2]([F:11])([F:1])[C:5]2[CH:6]=[CH:7][CH:8]=[CH:9][CH:10]=2)[CH:16]=[CH:15][N:14]=1. The yield is 0.580.